Dataset: Catalyst prediction with 721,799 reactions and 888 catalyst types from USPTO. Task: Predict which catalyst facilitates the given reaction. (1) Reactant: CC([O-])(C)C.[K+].[CH3:7][O:8][C:9]1[CH:31]=[CH:30][C:12]([CH2:13][N:14]2[C:20](=[O:21])[CH2:19][C:18]3[CH:22]=[CH:23][CH:24]=[CH:25][C:17]=3[C:16]3[CH:26]=[CH:27][CH:28]=[CH:29][C:15]2=3)=[CH:11][CH:10]=1.C([O:37][N:38]=O)CC(C)C.[Na+].[Cl-]. Product: [CH3:7][O:8][C:9]1[CH:10]=[CH:11][C:12]([CH2:13][N:14]2[C:20](=[O:21])[C:19](=[N:38][OH:37])[C:18]3[CH:22]=[CH:23][CH:24]=[CH:25][C:17]=3[C:16]3[CH:26]=[CH:27][CH:28]=[CH:29][C:15]2=3)=[CH:30][CH:31]=1. The catalyst class is: 266. (2) Reactant: C(=O)(O)[O-].[Na+].Cl.[NH2:7][CH2:8][C@H:9]([OH:12])[CH2:10][OH:11].CC1CCCO1.[Cl:19][C:20]1[S:24][C:23]([C:25](Cl)=[O:26])=[CH:22][CH:21]=1. Product: [Cl:19][C:20]1[S:24][C:23]([C:25]([NH:7][CH2:8][C@H:9]([OH:12])[CH2:10][OH:11])=[O:26])=[CH:22][CH:21]=1. The catalyst class is: 93. (3) Reactant: [Cl:1][C:2]1[C:3]([C:9]#[N:10])=[N:4][CH:5]=[C:6](Cl)[N:7]=1.Cl.[NH2:12][C@@H:13]([C:15]([NH2:17])=[O:16])[CH3:14].CCN(C(C)C)C(C)C.O. Product: [Cl:1][C:2]1[N:7]=[C:6]([NH:12][C@H:13]([CH3:14])[C:15]([NH2:17])=[O:16])[CH:5]=[N:4][C:3]=1[C:9]#[N:10]. The catalyst class is: 296. (4) Reactant: [Cl:1][C:2]1[CH:7]=[CH:6][N:5]=[C:4]([CH2:8][CH3:9])[C:3]=1I.[NH2:11][C:12]1[CH:17]=[CH:16][C:15]([C:18]#[CH:19])=[CH:14][N:13]=1.C(N(CC)CC)C.O. Product: [Cl:1][C:2]1[CH:7]=[CH:6][N:5]=[C:4]([CH2:8][CH3:9])[C:3]=1[C:19]#[C:18][C:15]1[CH:16]=[CH:17][C:12]([NH2:11])=[N:13][CH:14]=1. The catalyst class is: 233. (5) Reactant: [CH3:1][O:2][C:3]1[N:4]=[C:5]2[C:10](=[CH:11][CH:12]=1)[N:9]=[CH:8][CH:7]=[C:6]2[OH:13].[Br:14]N1C(=O)CCC1=O. Product: [Br:14][C:7]1[CH:8]=[N:9][C:10]2[C:5]([C:6]=1[OH:13])=[N:4][C:3]([O:2][CH3:1])=[CH:12][CH:11]=2. The catalyst class is: 15. (6) Reactant: C(OC([N:8]1[CH2:27][CH2:26][N:11]2[C:12](=[O:25])[C:13]3[C:18]([C@@H:10]2[CH2:9]1)=[CH:17][C:16]([O:19][CH3:20])=[CH:15][C:14]=3[C:21]([F:24])([F:23])[F:22])=O)(C)(C)C.[ClH:28]. Product: [ClH:28].[CH3:20][O:19][C:16]1[CH:17]=[C:18]2[C:13]([C:12](=[O:25])[N:11]3[CH2:26][CH2:27][NH:8][CH2:9][C@H:10]32)=[C:14]([C:21]([F:24])([F:22])[F:23])[CH:15]=1. The catalyst class is: 316. (7) Reactant: [C:1]([O:5][C:6](=[O:14])[NH:7][C:8]1[CH:13]=[CH:12][CH:11]=[CH:10][N:9]=1)([CH3:4])([CH3:3])[CH3:2].[Li][CH2:16][CH2:17][CH2:18]C.ICCC. Product: [C:1]([O:5][C:6](=[O:14])[NH:7][C:8]1[C:13]([CH2:16][CH2:17][CH3:18])=[CH:12][CH:11]=[CH:10][N:9]=1)([CH3:4])([CH3:2])[CH3:3]. The catalyst class is: 1.